From a dataset of NCI-60 drug combinations with 297,098 pairs across 59 cell lines. Regression. Given two drug SMILES strings and cell line genomic features, predict the synergy score measuring deviation from expected non-interaction effect. Drug 1: CC1=C(N=C(N=C1N)C(CC(=O)N)NCC(C(=O)N)N)C(=O)NC(C(C2=CN=CN2)OC3C(C(C(C(O3)CO)O)O)OC4C(C(C(C(O4)CO)O)OC(=O)N)O)C(=O)NC(C)C(C(C)C(=O)NC(C(C)O)C(=O)NCCC5=NC(=CS5)C6=NC(=CS6)C(=O)NCCC[S+](C)C)O. Drug 2: CC(C)CN1C=NC2=C1C3=CC=CC=C3N=C2N. Cell line: HCC-2998. Synergy scores: CSS=11.3, Synergy_ZIP=9.09, Synergy_Bliss=9.66, Synergy_Loewe=1.27, Synergy_HSA=2.95.